Dataset: Full USPTO retrosynthesis dataset with 1.9M reactions from patents (1976-2016). Task: Predict the reactants needed to synthesize the given product. Given the product [CH2:22]([Sn:17]([CH2:13][CH2:14][CH2:15][CH3:16])([CH2:18][CH2:19][CH2:20][CH3:21])[C:2]1[CH:7]=[CH:6][CH:5]=[CH:4][N:3]=1)[CH2:23][CH2:24][CH3:25], predict the reactants needed to synthesize it. The reactants are: Br[C:2]1[CH:7]=[CH:6][CH:5]=[CH:4][N:3]=1.[Li]CCCC.[CH2:13]([Sn:17](Cl)([CH2:22][CH2:23][CH2:24][CH3:25])[CH2:18][CH2:19][CH2:20][CH3:21])[CH2:14][CH2:15][CH3:16].[Cl-].[NH4+].